The task is: Regression. Given a peptide amino acid sequence and an MHC pseudo amino acid sequence, predict their binding affinity value. This is MHC class II binding data.. This data is from Peptide-MHC class II binding affinity with 134,281 pairs from IEDB. (1) The peptide sequence is YHFDLSGHAFGAMAK. The MHC is DRB1_0701 with pseudo-sequence DRB1_0701. The binding affinity (normalized) is 0.0613. (2) The peptide sequence is PCRAGFETNVSHNVQ. The MHC is DRB1_0405 with pseudo-sequence DRB1_0405. The binding affinity (normalized) is 0.244. (3) The peptide sequence is YDKFLANVSTYLTGK. The MHC is DRB1_0101 with pseudo-sequence DRB1_0101. The binding affinity (normalized) is 0.930.